This data is from Full USPTO retrosynthesis dataset with 1.9M reactions from patents (1976-2016). The task is: Predict the reactants needed to synthesize the given product. (1) The reactants are: Cl[C:2]1[S:3][C:4]([C:13]([O:15][CH2:16][CH3:17])=[O:14])=[C:5]([C:7](=[O:12])[NH:8][CH:9]([CH3:11])[CH3:10])[N:6]=1.[CH2:18]([NH:20][C:21]([NH:23][C:24]1[CH:29]=[CH:28][C:27](B2OC(C)(C)C(C)(C)O2)=[CH:26][N:25]=1)=[O:22])[CH3:19].C(=O)([O-])[O-].[Cs+].[Cs+].O. Given the product [CH2:18]([NH:20][C:21](=[O:22])[NH:23][C:24]1[N:25]=[CH:26][C:27]([C:2]2[S:3][C:4]([C:13]([O:15][CH2:16][CH3:17])=[O:14])=[C:5]([C:7](=[O:12])[NH:8][CH:9]([CH3:11])[CH3:10])[N:6]=2)=[CH:28][CH:29]=1)[CH3:19], predict the reactants needed to synthesize it. (2) Given the product [CH3:11][N:12]1[CH2:17][CH2:16][N:15]([CH2:18][CH2:19][CH2:20][NH:21][C:6]2[CH:5]=[CH:4][C:3]([N+:8]([O-:10])=[O:9])=[CH:2][CH:7]=2)[CH2:14][CH2:13]1, predict the reactants needed to synthesize it. The reactants are: F[C:2]1[CH:7]=[CH:6][CH:5]=[CH:4][C:3]=1[N+:8]([O-:10])=[O:9].[CH3:11][N:12]1[CH2:17][CH2:16][N:15]([CH2:18][CH2:19][CH2:20][NH2:21])[CH2:14][CH2:13]1.C(N(C(C)C)CC)(C)C. (3) The reactants are: [CH3:1][C:2]1[CH:8]=[C:7]([C:9]([F:12])([F:11])[F:10])[CH:6]=[CH:5][C:3]=1[NH2:4].[Br-:13].[K+].B1([O-])OO1.O.O.O.O.[Na+].C(=O)(O)[O-].[Na+]. Given the product [Br:13][C:5]1[CH:6]=[C:7]([C:9]([F:10])([F:11])[F:12])[CH:8]=[C:2]([CH3:1])[C:3]=1[NH2:4], predict the reactants needed to synthesize it. (4) Given the product [F:63][C:64]1([C:68]2[CH:75]=[CH:74][C:71]([CH3:72])=[CH:70][CH:69]=2)[CH2:67][N:66]([C:24]([C:23]2[C:22]([CH3:21])=[CH:31][C:30]([CH3:32])=[C:29]([C:2]3[NH:6][N:5]=[C:4]([C:7]([N:9]([CH3:11])[CH3:10])=[O:8])[C:3]=3[CH3:12])[CH:28]=2)=[O:26])[CH2:65]1, predict the reactants needed to synthesize it. The reactants are: I[C:2]1[NH:6][N:5]=[C:4]([C:7]([N:9]([CH3:11])[CH3:10])=[O:8])[C:3]=1[CH3:12].IC1NC(C)=NC=1C.[CH3:21][C:22]1[CH:31]=[C:30]([CH3:32])[C:29](B2OC(C)(C)C(C)(C)O2)=[CH:28][C:23]=1[C:24]([O:26]C)=O.CC1C=CC(C(OC)=O)=CC=1B1OC(C)(C)C(C)(C)O1.Cl.[F:63][C:64]1([C:68]2[CH:75]=[CH:74][C:71]([C:72]#N)=[CH:70][CH:69]=2)[CH2:67][NH:66][CH2:65]1.Cl.N1CC(C2C=CC(C#N)=CC=2)C1. (5) Given the product [S:21]1[C:25]2[CH:26]=[CH:27][CH:28]=[CH:29][C:24]=2[N:23]=[C:22]1[NH:30][C:31]1[CH:36]=[CH:35][C:34]([O:37][C:2]2[C:3]([CH:8]3[CH2:13][CH2:12][CH2:11][C:10](=[O:14])[CH2:9]3)=[N:4][CH:5]=[CH:6][N:7]=2)=[CH:33][CH:32]=1, predict the reactants needed to synthesize it. The reactants are: F[C:2]1[C:3]([CH:8]2[CH2:13][CH2:12][CH2:11][C:10](=[O:14])[CH2:9]2)=[N:4][CH:5]=[CH:6][N:7]=1.C(=O)([O-])[O-].[Cs+].[Cs+].[S:21]1[C:25]2[CH:26]=[CH:27][CH:28]=[CH:29][C:24]=2[N:23]=[C:22]1[NH:30][C:31]1[CH:36]=[CH:35][C:34]([OH:37])=[CH:33][CH:32]=1.O. (6) The reactants are: [CH2:1]([O:8][CH2:9][C:10]1[NH:15][C:14](=[O:16])[C:13]2=[CH:17][N:18]=[C:19](I)[N:12]2[N:11]=1)[C:2]1[CH:7]=[CH:6][CH:5]=[CH:4][CH:3]=1.C([O-])([O-])=O.[Cs+].[Cs+].CC1(C)C(C)(C)OB([C:35]2[CH2:36][CH2:37][O:38][CH2:39][CH:40]=2)O1. Given the product [CH2:1]([O:8][CH2:9][C:10]1[NH:15][C:14](=[O:16])[C:13]2=[CH:17][N:18]=[C:19]([C:35]3[CH2:40][CH2:39][O:38][CH2:37][CH:36]=3)[N:12]2[N:11]=1)[C:2]1[CH:7]=[CH:6][CH:5]=[CH:4][CH:3]=1, predict the reactants needed to synthesize it. (7) Given the product [CH3:10][C:2]([CH3:1])([CH2:3][C:4](=[O:5])[O:11][C@H:12]1[CH2:29][CH2:28][C@@:27]2([CH3:30])[C@@H:14]([CH2:15][CH2:16][C@:17]3([CH3:57])[C@@H:26]2[CH2:25][CH2:24][C@H:23]2[C@@:18]3([CH3:56])[CH2:19][CH2:20][C@@:21]3([C:38]([N:40]4[CH2:44][CH2:43][CH2:42][C@H:41]4[C:45]4[NH:46][C:47]([C:50]5[CH:51]=[N:52][CH:53]=[CH:54][CH:55]=5)=[CH:48][N:49]=4)=[O:39])[CH2:33][CH2:32][C@@H:31]([C:34]4([CH3:37])[CH2:35][CH2:36]4)[C@@H:22]32)[C:13]1([CH3:59])[CH3:58])[CH2:8][C:7]([OH:6])=[O:9], predict the reactants needed to synthesize it. The reactants are: [CH3:1][C:2]1([CH3:10])[CH2:8][C:7](=[O:9])[O:6][C:4](=[O:5])[CH2:3]1.[OH:11][C@H:12]1[CH2:29][CH2:28][C@@:27]2([CH3:30])[C@@H:14]([CH2:15][CH2:16][C@:17]3([CH3:57])[C@@H:26]2[CH2:25][CH2:24][C@H:23]2[C@@:18]3([CH3:56])[CH2:19][CH2:20][C@@:21]3([C:38]([N:40]4[CH2:44][CH2:43][CH2:42][C@H:41]4[C:45]4[NH:46][C:47]([C:50]5[CH:51]=[N:52][CH:53]=[CH:54][CH:55]=5)=[CH:48][N:49]=4)=[O:39])[CH2:33][CH2:32][C@@H:31]([C:34]4([CH3:37])[CH2:36][CH2:35]4)[C@@H:22]32)[C:13]1([CH3:59])[CH3:58]. (8) Given the product [Cl:1][C:2]1[CH:11]=[C:10]2[C:5]([CH:6]=[CH:7][C:8]([S:12]([NH:15][C:16]([C:18]3[CH:23]=[CH:22][C:21]([C:24]4[C:29]([C:30]([OH:32])=[O:31])=[CH:28][N:27]=[C:26]([N:35]([CH2:40][CH2:41][CH2:42][CH3:43])[CH2:36][CH2:37][CH2:38][CH3:39])[N:25]=4)=[C:20]([C:44]([N:46]4[CH2:55][CH2:54][C:53]5[C:48](=[CH:49][CH:50]=[CH:51][CH:52]=5)[CH2:47]4)=[O:45])[CH:19]=3)=[O:17])(=[O:14])=[O:13])=[CH:9]2)=[CH:4][CH:3]=1, predict the reactants needed to synthesize it. The reactants are: [Cl:1][C:2]1[CH:11]=[C:10]2[C:5]([CH:6]=[CH:7][C:8]([S:12]([NH:15][C:16]([C:18]3[CH:23]=[CH:22][C:21]([C:24]4[C:29]([C:30]([O:32]CC)=[O:31])=[CH:28][N:27]=[C:26]([N:35]([CH2:40][CH2:41][CH2:42][CH3:43])[CH2:36][CH2:37][CH2:38][CH3:39])[N:25]=4)=[C:20]([C:44]([N:46]4[CH2:55][CH2:54][C:53]5[C:48](=[CH:49][CH:50]=[CH:51][CH:52]=5)[CH2:47]4)=[O:45])[CH:19]=3)=[O:17])(=[O:14])=[O:13])=[CH:9]2)=[CH:4][CH:3]=1.[OH-].[Na+].Cl.